From a dataset of Blood-brain barrier permeability classification from the B3DB database. Regression/Classification. Given a drug SMILES string, predict its absorption, distribution, metabolism, or excretion properties. Task type varies by dataset: regression for continuous measurements (e.g., permeability, clearance, half-life) or binary classification for categorical outcomes (e.g., BBB penetration, CYP inhibition). Dataset: b3db_classification. (1) The molecule is N[C@@H](Cc1c[nH]c2ccc(O)cc12)C(=O)O. The result is 1 (penetrates BBB). (2) The compound is CN(C)Cc1ccccc1Sc1cc(F)c(Cl)cc1N. The result is 1 (penetrates BBB). (3) The compound is O=C(CCN1CCN(CCO)CC1)N1c2ccccc2Sc2ccc(C(F)(F)F)cc21. The result is 1 (penetrates BBB).